Dataset: Full USPTO retrosynthesis dataset with 1.9M reactions from patents (1976-2016). Task: Predict the reactants needed to synthesize the given product. (1) Given the product [C:26]([O:30][C:31](=[O:40])[NH:32][C@H:33]1[CH2:34][CH2:35][C@@H:36]([NH:39][C:23]([C:20]2[C:16]3[N:17]=[CH:18][N:19]=[C:14]([C:7]4[CH:8]=[CH:9][C:10]([O:12][CH3:13])=[CH:11][C:6]=4[O:5][CH2:4][CH:1]4[CH2:2][CH2:3]4)[C:15]=3[NH:22][CH:21]=2)=[O:25])[CH2:37][CH2:38]1)([CH3:29])([CH3:27])[CH3:28], predict the reactants needed to synthesize it. The reactants are: [CH:1]1([CH2:4][O:5][C:6]2[CH:11]=[C:10]([O:12][CH3:13])[CH:9]=[CH:8][C:7]=2[C:14]2[C:15]3[NH:22][CH:21]=[C:20]([C:23]([OH:25])=O)[C:16]=3[N:17]=[CH:18][N:19]=2)[CH2:3][CH2:2]1.[C:26]([O:30][C:31](=[O:40])[NH:32][C@H:33]1[CH2:38][CH2:37][C@@H:36]([NH2:39])[CH2:35][CH2:34]1)([CH3:29])([CH3:28])[CH3:27]. (2) Given the product [NH2:17][C:6]([C:8]1[CH:13]=[CH:12][CH:11]=[C:10]([N+:14]([O-:16])=[O:15])[CH:9]=1)([CH3:7])[CH2:5][OH:4], predict the reactants needed to synthesize it. The reactants are: [BH4-].[Na+].C[O:4][C:5](=O)[C:6]([NH2:17])([C:8]1[CH:13]=[CH:12][CH:11]=[C:10]([N+:14]([O-:16])=[O:15])[CH:9]=1)[CH3:7]. (3) Given the product [CH2:1]([O:8][C:9]([N:11]([CH3:21])[CH2:12][C:13]([CH3:18])([CH3:17])[C:14]([OH:16])=[O:15])=[O:10])[C:2]1[CH:3]=[CH:4][CH:5]=[CH:6][CH:7]=1, predict the reactants needed to synthesize it. The reactants are: [CH2:1]([O:8][C:9]([NH:11][CH2:12][C:13]([CH3:18])([CH3:17])[C:14]([OH:16])=[O:15])=[O:10])[C:2]1[CH:7]=[CH:6][CH:5]=[CH:4][CH:3]=1.[H-].[Na+].[CH3:21]I. (4) Given the product [Cl:33][C:30]1[CH:31]=[CH:32][C:27]([CH2:26][NH:25][C:55]([C:52]2[NH:53][C:54]3[C:50]([CH:51]=2)=[CH:49][CH:48]=[CH:47][C:46]=3[CH3:45])=[O:56])=[C:28]([F:44])[C:29]=1[O:34][C:35]1[CH:36]=[C:37]([C:38]#[N:39])[CH:40]=[C:41]([Cl:43])[CH:42]=1, predict the reactants needed to synthesize it. The reactants are: CN(C(ON1N=NC2C=CC=NC1=2)=[N+](C)C)C.F[P-](F)(F)(F)(F)F.[NH2:25][CH2:26][C:27]1[C:28]([F:44])=[C:29]([O:34][C:35]2[CH:36]=[C:37]([CH:40]=[C:41]([Cl:43])[CH:42]=2)[C:38]#[N:39])[C:30]([Cl:33])=[CH:31][CH:32]=1.[CH3:45][C:46]1[CH:47]=[CH:48][CH:49]=[C:50]2[C:54]=1[NH:53][C:52]([C:55](O)=[O:56])=[CH:51]2.CCN(C(C)C)C(C)C. (5) Given the product [CH2:1]([NH:8][C:9](=[O:49])[C:10](=[O:48])[C@@H:11]([NH:19][C:20](=[O:47])[C@@H:21]([NH:32][C:33](=[O:46])[C@@H:34]([NH:36][C:37](=[O:45])[CH2:38][N:39]1[CH2:40][CH2:41][O:42][CH2:43][CH2:44]1)[CH3:35])[CH2:22][C:23]1[C:31]2[C:26](=[CH:27][CH:28]=[CH:29][CH:30]=2)[NH:25][CH:24]=1)[CH2:12][C:13]1[CH:18]=[CH:17][CH:16]=[CH:15][CH:14]=1)[C:2]1[CH:3]=[CH:4][CH:5]=[CH:6][CH:7]=1, predict the reactants needed to synthesize it. The reactants are: [CH2:1]([NH:8][C:9](=[O:49])[C@@H:10]([OH:48])[CH:11]([NH:19][C:20](=[O:47])[C@@H:21]([NH:32][C:33](=[O:46])[C@@H:34]([NH:36][C:37](=[O:45])[CH2:38][N:39]1[CH2:44][CH2:43][O:42][CH2:41][CH2:40]1)[CH3:35])[CH2:22][C:23]1[C:31]2[C:26](=[CH:27][CH:28]=[CH:29][CH:30]=2)[NH:25][CH:24]=1)[CH2:12][C:13]1[CH:18]=[CH:17][CH:16]=[CH:15][CH:14]=1)[C:2]1[CH:7]=[CH:6][CH:5]=[CH:4][CH:3]=1.CC(OI1(OC(C)=O)(OC(C)=O)OC(=O)C2C=CC=CC1=2)=O. (6) Given the product [C:12]([C:16]1[CH:17]=[CH:18][C:19]([C:20]([C:22]2[C:23]([C:38]3[CH:39]=[CH:40][C:41]([F:44])=[CH:42][CH:43]=3)=[C:24]3[C:29](=[CH:30][C:31]=2[CH:32]([CH3:34])[CH3:33])[O:28][C:27]([CH3:35])([CH3:36])[CH2:26][C@@H:25]3[OH:37])=[O:21])=[CH:45][CH:46]=1)([CH3:14])([CH3:15])[CH3:13], predict the reactants needed to synthesize it. The reactants are: N[C@@H]1C2C(=CC=CC=2)C[C@@H]1O.[C:12]([C:16]1[CH:46]=[CH:45][C:19]([C:20]([C:22]2[C:23]([C:38]3[CH:43]=[CH:42][C:41]([F:44])=[CH:40][CH:39]=3)=[C:24]3[C:29](=[CH:30][C:31]=2[CH:32]([CH3:34])[CH3:33])[O:28][C:27]([CH3:36])([CH3:35])[CH2:26][C:25]3=[O:37])=[O:21])=[CH:18][CH:17]=1)([CH3:15])([CH3:14])[CH3:13].CO.